Dataset: Forward reaction prediction with 1.9M reactions from USPTO patents (1976-2016). Task: Predict the product of the given reaction. (1) Given the reactants [CH2:1]([Mg]Br)[CH2:2][CH2:3][CH2:4][CH2:5][CH3:6].Cl[C:10]1[N:15]=[C:14](OS(C(F)(F)F)(=O)=O)[CH:13]=[CH:12][CH:11]=1, predict the reaction product. The product is: [CH2:1]([C:14]1[CH:13]=[CH:12][CH:11]=[C:10]([CH2:1][CH2:2][CH2:3][CH2:4][CH2:5][CH3:6])[N:15]=1)[CH2:2][CH2:3][CH2:4][CH2:5][CH3:6]. (2) Given the reactants [C:1]1(=[O:11])[C:10]2[C:5](=[CH:6][N:7]=[CH:8][CH:9]=2)[CH:4]=[CH:3][NH:2]1.[CH2:12](Br)[C:13]1[CH:18]=[CH:17][CH:16]=[CH:15][CH:14]=1.[BH4-].[Na+].Cl, predict the reaction product. The product is: [CH2:12]([N:7]1[CH2:8][CH2:9][C:10]2[C:1](=[O:11])[NH:2][CH:3]=[CH:4][C:5]=2[CH2:6]1)[C:13]1[CH:18]=[CH:17][CH:16]=[CH:15][CH:14]=1. (3) Given the reactants Cl[C:2]1[C:7]([N+:8]([O-:10])=[O:9])=[C:6]([NH:11][CH2:12][CH2:13][CH2:14][OH:15])[C:5]([CH3:16])=[C:4]([CH3:17])[N:3]=1.[N-:18]=[N+:19]=[N-:20].[Na+].O.O.O.O.O.O.O.[Cl-].[Ce+3].[Cl-].[Cl-].C(#N)C, predict the reaction product. The product is: [CH3:17][C:4]1[N:3]2[N:18]=[N:19][N:20]=[C:2]2[C:7]([N+:8]([O-:10])=[O:9])=[C:6]([NH:11][CH2:12][CH2:13][CH2:14][OH:15])[C:5]=1[CH3:16]. (4) Given the reactants [N+:1]([C:4]1[CH:9]=[CH:8][C:7]([OH:10])=[CH:6][CH:5]=1)([O-:3])=[O:2].N1C=CC=CC=1.Cl[C:18]([O:20][CH2:21][Cl:22])=[O:19], predict the reaction product. The product is: [Cl:22][CH2:21][O:20][C:18]([O:10][C:7]1[CH:8]=[CH:9][C:4]([N+:1]([O-:3])=[O:2])=[CH:5][CH:6]=1)=[O:19]. (5) Given the reactants [Br-:1].[Br-:2].[Br-].[NH+]1C=CC=CC=1.[NH+]1C=CC=CC=1.[NH+]1C=CC=CC=1.[C:22]([C:25]1[CH:30]=[CH:29][C:28]([C:31]2[CH:32]=[C:33]3[C:38](=[CH:39][CH:40]=2)[N:37]=[C:36]([C:41](=[O:43])[CH3:42])[CH:35]=[CH:34]3)=[CH:27][CH:26]=1)(=[O:24])[CH3:23].Br, predict the reaction product. The product is: [Br:1][CH2:42][C:41]([C:36]1[CH:35]=[CH:34][C:33]2[C:38](=[CH:39][CH:40]=[C:31]([C:28]3[CH:27]=[CH:26][C:25]([C:22](=[O:24])[CH2:23][Br:2])=[CH:30][CH:29]=3)[CH:32]=2)[N:37]=1)=[O:43].